Dataset: Retrosynthesis with 50K atom-mapped reactions and 10 reaction types from USPTO. Task: Predict the reactants needed to synthesize the given product. Given the product CCOC(=O)c1cc(C)n(CC[C@@H]2CN(C(=O)OCc3ccccc3)CCN2C(=O)OC(C)(C)C)n1, predict the reactants needed to synthesize it. The reactants are: CC(C)(C)OC(=O)N1CCN(C(=O)OCc2ccccc2)C[C@H]1CCOS(C)(=O)=O.CCOC(=O)c1cc(C)[nH]n1.